Dataset: Full USPTO retrosynthesis dataset with 1.9M reactions from patents (1976-2016). Task: Predict the reactants needed to synthesize the given product. (1) Given the product [CH2:1]([O:3][C:4]([C:6]1[NH:7][C:8]2[C:13]([CH:14]=1)=[CH:12][C:11]([NH:15][CH:21]1[CH2:22][CH2:23][N:18]([CH2:16][CH3:17])[CH2:19][CH2:20]1)=[CH:10][CH:9]=2)=[O:5])[CH3:2], predict the reactants needed to synthesize it. The reactants are: [CH2:1]([O:3][C:4]([C:6]1[NH:7][C:8]2[C:13]([CH:14]=1)=[CH:12][C:11]([NH2:15])=[CH:10][CH:9]=2)=[O:5])[CH3:2].[CH2:16]([N:18]1[CH2:23][CH2:22][CH2:21][CH2:20][C:19]1=O)[CH3:17].[BH4-].[Na+].[OH-].[Na+]. (2) Given the product [Br:1][C:2]1[N:6]2[CH:7]=[C:8]([C:11]3[CH:12]=[CH:13][C:14]([C:15]([OH:17])=[O:16])=[CH:20][CH:21]=3)[N:9]=[CH:10][C:5]2=[N:4][CH:3]=1, predict the reactants needed to synthesize it. The reactants are: [Br:1][C:2]1[N:6]2[CH:7]=[C:8]([C:11]3[CH:21]=[CH:20][C:14]([C:15]([O:17]CC)=[O:16])=[CH:13][CH:12]=3)[N:9]=[CH:10][C:5]2=[N:4][CH:3]=1.[Li+].[OH-].O. (3) Given the product [F:28][C:29]1[CH:30]=[CH:31][C:32]([CH2:35][O:36][C:37]2[CH:42]=[CH:41][N:40]([CH2:15][C:16]([C:18]3[CH:23]=[CH:22][C:21]([CH2:24][OH:25])=[CH:20][C:19]=3[CH3:26])=[O:17])[C:39](=[O:43])[CH:38]=2)=[N:33][CH:34]=1, predict the reactants needed to synthesize it. The reactants are: C(OC1C=CN([CH2:15][C:16]([C:18]2[CH:23]=[CH:22][C:21]([CH2:24][OH:25])=[CH:20][C:19]=2[CH3:26])=[O:17])C(=O)C=1)C1C=CC=CC=1.[F:28][C:29]1[CH:30]=[CH:31][C:32]([CH2:35][O:36][C:37]2[CH:42]=[CH:41][NH:40][C:39](=[O:43])[CH:38]=2)=[N:33][CH:34]=1. (4) Given the product [CH3:21][C:16]1[CH:15]=[C:14]([NH:13][C:2]2[C:11]3[C:6](=[CH:7][CH:8]=[CH:9][C:10]=3[F:12])[N:5]=[CH:4][N:3]=2)[CH:19]=[CH:18][C:17]=1[OH:20], predict the reactants needed to synthesize it. The reactants are: Cl[C:2]1[C:11]2[C:6](=[CH:7][CH:8]=[CH:9][C:10]=2[F:12])[N:5]=[CH:4][N:3]=1.[NH2:13][C:14]1[CH:19]=[CH:18][C:17]([OH:20])=[C:16]([CH3:21])[CH:15]=1.N. (5) Given the product [Cl:1][C:2]1[C:9]([CH3:10])=[C:8]([N:16]2[C:15](=[O:19])[CH2:14][C@@:13]([OH:12])([CH3:20])[C@@H:17]2[CH3:18])[CH:7]=[CH:6][C:3]=1[C:4]#[N:5], predict the reactants needed to synthesize it. The reactants are: [Cl:1][C:2]1[C:9]([CH3:10])=[C:8](I)[CH:7]=[CH:6][C:3]=1[C:4]#[N:5].[OH:12][C@:13]1([CH3:20])[C@H:17]([CH3:18])[NH:16][C:15](=[O:19])[CH2:14]1.C1(P(C2C=CC=CC=2)C2C3OC4C(=CC=CC=4P(C4C=CC=CC=4)C4C=CC=CC=4)C(C)(C)C=3C=CC=2)C=CC=CC=1.C(=O)([O-])[O-].[Cs+].[Cs+].